Predict which catalyst facilitates the given reaction. From a dataset of Catalyst prediction with 721,799 reactions and 888 catalyst types from USPTO. (1) Reactant: [NH:1]1[CH2:6][CH2:5][O:4][CH2:3][CH2:2]1.C(N(CC)CC)C.Br[CH2:15][C:16]1[N:17]=[CH:18][S:19][CH:20]=1. Product: [O:4]1[CH2:5][CH2:6][N:1]([CH2:15][C:16]2[N:17]=[CH:18][S:19][CH:20]=2)[CH2:2][CH2:3]1. The catalyst class is: 9. (2) Reactant: [Br:1][C:2]1[CH:3]=[N:4][C:5]2[C:10]([CH:11]=1)=[CH:9][CH:8]=[CH:7][CH:6]=2.[H-].C([Al+]CC(C)C)C(C)C.Cl[C:23]([O:25][CH3:26])=[O:24]. Product: [Br:1][C:2]1[CH2:3][N:4]([C:23]([O:25][CH3:26])=[O:24])[C:5]2[C:10]([CH:11]=1)=[CH:9][CH:8]=[CH:7][CH:6]=2. The catalyst class is: 28.